From a dataset of Reaction yield outcomes from USPTO patents with 853,638 reactions. Predict the reaction yield, written as a fraction of the theoretical maximum amount of product (1.0 means a 100% yield; for example, 0.34 means a 34% yield). The reactants are [Cl:1][C:2]1[CH:33]=[CH:32][C:5]([CH2:6][N:7]2[C:12](=[N:13][C:14]3[CH:19]=[CH:18][C:17]([O:20][CH:21]([CH3:23])[CH3:22])=[C:16]([F:24])[CH:15]=3)[NH:11][C:10](=[O:25])[N:9]([CH2:26][CH2:27][C:28]([OH:30])=O)[C:8]2=[O:31])=[CH:4][CH:3]=1.F[P-](F)(F)(F)(F)F.[N:41]1(OC(N(C)C)=[N+](C)C)C2N=CC=CC=2N=[N:42]1.C(N(CC)CC)C.O.NN. The catalyst is O.CN(C=O)C. The product is [Cl:1][C:2]1[CH:3]=[CH:4][C:5]([CH2:6][N:7]2[C:12](=[N:13][C:14]3[CH:19]=[CH:18][C:17]([O:20][CH:21]([CH3:23])[CH3:22])=[C:16]([F:24])[CH:15]=3)[NH:11][C:10](=[O:25])[N:9]([CH2:26][CH2:27][C:28]([NH:41][NH2:42])=[O:30])[C:8]2=[O:31])=[CH:32][CH:33]=1. The yield is 0.600.